This data is from Full USPTO retrosynthesis dataset with 1.9M reactions from patents (1976-2016). The task is: Predict the reactants needed to synthesize the given product. (1) Given the product [C:19]([O:18][C:16](=[O:17])[NH:15][CH2:14][CH2:13][CH2:12][C@H:11]([NH2:10])[C:23]([NH:25][CH2:26][C@@H:27]([NH:39][C:40]([O:42][C:43]([CH3:46])([CH3:45])[CH3:44])=[O:41])[CH2:28][CH2:29][CH2:30][NH:31][C:32]([O:34][C:35]([CH3:38])([CH3:36])[CH3:37])=[O:33])=[O:24])([CH3:20])([CH3:21])[CH3:22], predict the reactants needed to synthesize it. The reactants are: C(OC(=O)[NH:10][C@H:11]([C:23]([NH:25][CH2:26][C@@H:27]([NH:39][C:40]([O:42][C:43]([CH3:46])([CH3:45])[CH3:44])=[O:41])[CH2:28][CH2:29][CH2:30][NH:31][C:32]([O:34][C:35]([CH3:38])([CH3:37])[CH3:36])=[O:33])=[O:24])[CH2:12][CH2:13][CH2:14][NH:15][C:16]([O:18][C:19]([CH3:22])([CH3:21])[CH3:20])=[O:17])C1C=CC=CC=1. (2) Given the product [Cl:1][C:2]1[C:3]([OH:27])=[C:4]([C:9]2[S:13][C:12]([NH:14][C:15](=[O:26])[NH:16][C:17]3[CH:18]=[C:19]([CH:23]=[CH:24][CH:25]=3)[C:20]([NH:54][C:53]3[CH:55]=[CH:56][C:50]([N:49]([CH3:57])[CH3:48])=[CH:51][CH:52]=3)=[O:22])=[N:11][N:10]=2)[CH:5]=[C:6]([Cl:8])[CH:7]=1, predict the reactants needed to synthesize it. The reactants are: [Cl:1][C:2]1[C:3]([OH:27])=[C:4]([C:9]2[S:13][C:12]([NH:14][C:15](=[O:26])[NH:16][C:17]3[CH:18]=[C:19]([CH:23]=[CH:24][CH:25]=3)[C:20]([OH:22])=O)=[N:11][N:10]=2)[CH:5]=[C:6]([Cl:8])[CH:7]=1.ON1C2C=CC=CC=2N=N1.C1C=CC2N(O)N=NC=2C=1.[CH3:48][N:49]([CH3:57])[C:50]1[CH:56]=[CH:55][C:53]([NH2:54])=[CH:52][CH:51]=1.CCN=C=NCCCN(C)C.CCN(C(C)C)C(C)C. (3) Given the product [Cl:1][C:2]1[N:3]=[C:4]2[N:12]([CH2:24][C:25](=[O:29])[CH:26]([CH3:28])[CH3:27])[C@H:11]([C:13]([F:14])([F:15])[F:16])[CH2:10][CH2:9][N:5]2[C:6](=[O:8])[CH:7]=1, predict the reactants needed to synthesize it. The reactants are: [Cl:1][C:2]1[N:3]=[C:4]2[NH:12][C@H:11]([C:13]([F:16])([F:15])[F:14])[CH2:10][CH2:9][N:5]2[C:6](=[O:8])[CH:7]=1.C(=O)([O-])[O-].[Cs+].[Cs+].Br[CH2:24][C:25](=[O:29])[CH:26]([CH3:28])[CH3:27]. (4) The reactants are: [F:1][CH:2]([F:37])[C:3]1[N:7]2[C:8]3[CH:32]=[CH:31][C:30]([C:33]([F:36])([F:35])[F:34])=[CH:29][C:9]=3[C@@H:10]([C:19]3[CH:24]=[CH:23][CH:22]=[C:21]([O:25][CH3:26])[C:20]=3[O:27][CH3:28])[O:11][C@H:12]([CH2:13][C:14]([O:16]CC)=[O:15])[C:6]2=[N:5][N:4]=1.Cl. Given the product [F:37][CH:2]([F:1])[C:3]1[N:7]2[C:8]3[CH:32]=[CH:31][C:30]([C:33]([F:36])([F:35])[F:34])=[CH:29][C:9]=3[C@@H:10]([C:19]3[CH:24]=[CH:23][CH:22]=[C:21]([O:25][CH3:26])[C:20]=3[O:27][CH3:28])[O:11][C@H:12]([CH2:13][C:14]([OH:16])=[O:15])[C:6]2=[N:5][N:4]=1, predict the reactants needed to synthesize it. (5) Given the product [Br:1][C:2]1[N:7]=[CH:6][C:5]2[CH:8]=[C:9]([C:11]3[CH:12]=[N:13][N:14]([CH3:16])[CH:15]=3)[N:10]([C:18]3[CH:23]=[CH:22][CH:21]=[CH:20][N:19]=3)[C:4]=2[CH:3]=1, predict the reactants needed to synthesize it. The reactants are: [Br:1][C:2]1[N:7]=[CH:6][C:5]2[CH:8]=[C:9]([C:11]3[CH:12]=[N:13][N:14]([CH3:16])[CH:15]=3)[NH:10][C:4]=2[CH:3]=1.Br[C:18]1[CH:23]=[CH:22][CH:21]=[CH:20][N:19]=1.C(=O)([O-])[O-].[K+].[K+]. (6) Given the product [C:8]([N:12]1[C:16]([NH:17][C:62](=[O:63])[NH:61][C:54]2[C:55]3[C:60](=[CH:59][CH:58]=[CH:57][CH:56]=3)[C:51]([O:50][C:48]3[CH:47]=[CH:46][N:45]=[C:44]([NH:43][C:26]4[CH:27]=[C:28]([CH:29]=[C:24]([C:22]#[CH:23])[CH:25]=4)[C:30]([NH:31][CH2:32][CH2:33][O:34][CH2:35][CH2:36][O:37][CH2:38][CH2:39][O:40][CH3:41])=[O:42])[N:49]=3)=[CH:52][CH:53]=2)=[CH:15][C:14]([C:18]([CH3:21])([CH3:20])[CH3:19])=[N:13]1)([CH3:11])([CH3:10])[CH3:9], predict the reactants needed to synthesize it. The reactants are: C(N(CC)CC)C.[C:8]([N:12]1[C:16]([NH2:17])=[CH:15][C:14]([C:18]([CH3:21])([CH3:20])[CH3:19])=[N:13]1)([CH3:11])([CH3:10])[CH3:9].[C:22]([C:24]1[CH:25]=[C:26]([NH:43][C:44]2[N:49]=[C:48]([O:50][C:51]3[C:60]4[C:55](=[CH:56][CH:57]=[CH:58][CH:59]=4)[C:54]([NH:61][C:62](=O)[O:63]C4C=CC=CC=4)=[CH:53][CH:52]=3)[CH:47]=[CH:46][N:45]=2)[CH:27]=[C:28]([C:30](=[O:42])[NH:31][CH2:32][CH2:33][O:34][CH2:35][CH2:36][O:37][CH2:38][CH2:39][O:40][CH3:41])[CH:29]=1)#[CH:23]. (7) Given the product [CH2:25]([N:22]1[C:18]2=[N:19][C:20]([CH3:21])=[C:15]([CH2:14][N:13]3[C:8](=[O:10])[C:7]4[S:6][N:5]=[N:4][C:3]=4[CH2:2]3)[C:16]([NH:27][CH:28]3[CH2:29][CH2:30][O:31][CH2:32][CH2:33]3)=[C:17]2[CH:24]=[N:23]1)[CH3:26], predict the reactants needed to synthesize it. The reactants are: Br[CH2:2][C:3]1[N:4]=[N:5][S:6][C:7]=1[C:8]([O:10]CC)=O.[NH2:13][CH2:14][C:15]1[C:20]([CH3:21])=[N:19][C:18]2[N:22]([CH2:25][CH3:26])[N:23]=[CH:24][C:17]=2[C:16]=1[NH:27][CH:28]1[CH2:33][CH2:32][O:31][CH2:30][CH2:29]1. (8) Given the product [CH3:35][O:34][C:32]([C:27]1[C:28](=[O:30])[N:12]([CH2:13][C:14]2[CH:19]=[CH:18][C:17]([O:20][CH3:21])=[CH:16][C:15]=2[O:22][CH3:23])[C:8]([C:5]2[CH:4]=[CH:3][C:2]([Br:1])=[CH:7][CH:6]=2)=[C:9]([CH2:10][CH3:11])[CH:26]=1)=[O:33], predict the reactants needed to synthesize it. The reactants are: [Br:1][C:2]1[CH:7]=[CH:6][C:5]([C:8](=[N:12][CH2:13][C:14]2[CH:19]=[CH:18][C:17]([O:20][CH3:21])=[CH:16][C:15]=2[O:22][CH3:23])[CH2:9][CH2:10][CH3:11])=[CH:4][CH:3]=1.CO[CH:26]=[C:27]([C:32]([O:34][CH3:35])=[O:33])[C:28]([O:30]C)=O. (9) Given the product [CH3:21][N:22]([CH3:24])[CH:23]=[CH:17][C:16]([C:15]1[N:14]2[C:10]([O:11][CH:12]=[CH:13]2)=[N:9][C:8]=1[C:3]1[CH:4]=[CH:5][CH:6]=[CH:7][C:2]=1[Cl:1])=[O:18], predict the reactants needed to synthesize it. The reactants are: [Cl:1][C:2]1[CH:7]=[CH:6][CH:5]=[CH:4][C:3]=1[C:8]1[N:9]=[C:10]2[N:14]([C:15]=1[C:16](=[O:18])[CH3:17])[CH:13]=[CH:12][O:11]2.CO[CH:21](OC)[N:22]([CH3:24])[CH3:23]. (10) Given the product [F:26][C:17]1[CH:18]=[C:19]([C:22]([F:25])([F:24])[F:23])[CH:20]=[CH:21][C:16]=1[C:13]1[N:12]=[C:11]([CH3:27])[C:10]([CH2:9][OH:8])=[CH:15][CH:14]=1, predict the reactants needed to synthesize it. The reactants are: [H-].[Al+3].[Li+].[H-].[H-].[H-].C[O:8][C:9](=O)[C:10]1[CH:15]=[CH:14][C:13]([C:16]2[CH:21]=[CH:20][C:19]([C:22]([F:25])([F:24])[F:23])=[CH:18][C:17]=2[F:26])=[N:12][C:11]=1[CH3:27].Cl.